Dataset: Catalyst prediction with 721,799 reactions and 888 catalyst types from USPTO. Task: Predict which catalyst facilitates the given reaction. (1) Reactant: [NH2:1][C:2]1[CH:7]=[C:6]([OH:8])[CH:5]=[CH:4][C:3]=1[S:9][C:10]1[CH:15]=[CH:14][C:13]([NH:16][C:17](=[O:19])[CH3:18])=[CH:12][CH:11]=1.[C:20]([C:24]1[CH:31]=[CH:30][C:27]([CH2:28]Br)=[CH:26][CH:25]=1)([O:22][CH3:23])=[O:21].C(=O)([O-])[O-].[K+].[K+]. Product: [CH3:23][O:22][C:20](=[O:21])[C:24]1[CH:31]=[CH:30][C:27]([CH2:28][O:8][C:6]2[CH:5]=[CH:4][C:3]([S:9][C:10]3[CH:15]=[CH:14][C:13]([NH:16][C:17](=[O:19])[CH3:18])=[CH:12][CH:11]=3)=[C:2]([NH2:1])[CH:7]=2)=[CH:26][CH:25]=1. The catalyst class is: 3. (2) Reactant: [NH2:1][C:2]1[C:3](Cl)=[C:4]([NH:9][S:10]([CH2:13][CH2:14][CH3:15])(=[O:12])=[O:11])[CH:5]=[CH:6][C:7]=1[F:8]. Product: [NH2:1][C:2]1[CH:3]=[C:4]([NH:9][S:10]([CH2:13][CH2:14][CH3:15])(=[O:12])=[O:11])[CH:5]=[CH:6][C:7]=1[F:8]. The catalyst class is: 19. (3) Reactant: C[O:2][C:3](=[O:26])[C@@H:4]([N:9]1[CH2:13][C:12]([O:14][C:15]2[CH:23]=[CH:22][CH:21]=[C:20]3[C:16]=2[CH:17]=[N:18][N:19]3[CH3:24])=[CH:11][C:10]1=[O:25])[CH2:5][CH:6]([CH3:8])[CH3:7].O.[OH-].[Li+]. Product: [CH3:7][CH:6]([CH3:8])[CH2:5][C@H:4]([N:9]1[CH2:13][C:12]([O:14][C:15]2[CH:23]=[CH:22][CH:21]=[C:20]3[C:16]=2[CH:17]=[N:18][N:19]3[CH3:24])=[CH:11][C:10]1=[O:25])[C:3]([OH:26])=[O:2]. The catalyst class is: 30.